Dataset: Catalyst prediction with 721,799 reactions and 888 catalyst types from USPTO. Task: Predict which catalyst facilitates the given reaction. Reactant: [CH2:1]([O:3][C:4]1[CH:5]=[C:6]([CH:15]=[CH:16][C:17]=1[O:18][CH3:19])[CH2:7][N:8]1[CH2:13][CH2:12][C:11](=O)[CH2:10][CH2:9]1)[CH3:2].[CH2:20]([C:22]1[CH:27]=[CH:26][C:25]([NH2:28])=[CH:24][CH:23]=1)[CH3:21].C(O)(=O)C.C([BH3-])#N.[Na+]. Product: [CH2:1]([O:3][C:4]1[CH:5]=[C:6]([CH:15]=[CH:16][C:17]=1[O:18][CH3:19])[CH2:7][N:8]1[CH2:13][CH2:12][CH:11]([NH:28][C:25]2[CH:26]=[CH:27][C:22]([CH2:20][CH3:21])=[CH:23][CH:24]=2)[CH2:10][CH2:9]1)[CH3:2]. The catalyst class is: 8.